This data is from Full USPTO retrosynthesis dataset with 1.9M reactions from patents (1976-2016). The task is: Predict the reactants needed to synthesize the given product. (1) Given the product [Br:1][C:2]1[CH:3]=[C:4]([CH:29]=[CH:30][CH:31]=1)[CH2:5][C:6]1[O:7][C:8]([CH3:28])=[C:9]([CH3:27])[C:10]=1[C:11]([C:13]1[CH:14]=[C:15]([CH:24]([CH3:26])[CH3:25])[C:16]([OH:22])=[C:17]([CH:19]([CH3:20])[CH3:21])[CH:18]=1)=[O:12], predict the reactants needed to synthesize it. The reactants are: [Br:1][C:2]1[CH:3]=[C:4]([CH:29]=[CH:30][CH:31]=1)[CH2:5][C:6]1[O:7][C:8]([CH3:28])=[C:9]([CH3:27])[C:10]=1[C:11]([C:13]1[CH:18]=[C:17]([CH:19]([CH3:21])[CH3:20])[C:16]([O:22]C)=[C:15]([CH:24]([CH3:26])[CH3:25])[CH:14]=1)=[O:12].B(Br)(Br)Br.C(Cl)Cl. (2) Given the product [F:49][C:43]1[CH:44]=[C:45]([F:48])[CH:46]=[CH:47][C:42]=1[C:39]1[CH:40]=[CH:41][C:36]([C@@H:34]([N:30]2[CH2:29][CH2:28][C@:27]([CH2:12][CH2:11][NH:10][C:8]([NH:5][CH3:6])=[O:9])([C:50]3[CH:51]=[CH:52][C:53]([F:56])=[CH:54][CH:55]=3)[O:32][C:31]2=[O:33])[CH3:35])=[CH:37][CH:38]=1, predict the reactants needed to synthesize it. The reactants are: CN.C1N=[CH:6][N:5]([C:8]([N:10]2C=N[CH:12]=[CH:11]2)=[O:9])C=1.CCN(C(C)C)C(C)C.NCC[C@@:27]1([C:50]2[CH:55]=[CH:54][C:53]([F:56])=[CH:52][CH:51]=2)[O:32][C:31](=[O:33])[N:30]([C@H:34]([C:36]2[CH:41]=[CH:40][C:39]([C:42]3[CH:47]=[CH:46][C:45]([F:48])=[CH:44][C:43]=3[F:49])=[CH:38][CH:37]=2)[CH3:35])[CH2:29][CH2:28]1. (3) Given the product [CH3:9][OH:8].[CH2:32]([O:23][C@@H:11]1[C@@H:10]([CH2:9][O:8][Si:1]([C:4]([CH3:7])([CH3:5])[CH3:6])([CH3:3])[CH3:2])[O:18][C@H:17]2[C@H:13]([N:14]=[C:15]([N:19]([CH3:20])[CH3:21])[S:16]2)[C@H:12]1[O:22][CH2:32][C:29]1[CH:30]=[CH:31][CH:26]=[CH:27][CH:28]=1)[C:29]1[CH:30]=[CH:31][CH:26]=[CH:27][CH:28]=1, predict the reactants needed to synthesize it. The reactants are: [Si:1]([O:8][CH2:9][C@H:10]1[O:18][C@H:17]2[C@H:13]([N:14]=[C:15]([N:19]([CH3:21])[CH3:20])[S:16]2)[C@@H:12]([OH:22])[C@@H:11]1[OH:23])([C:4]([CH3:7])([CH3:6])[CH3:5])([CH3:3])[CH3:2].[H-].[Na+].[CH:26]1[CH:31]=[CH:30][C:29]([CH2:32]Br)=[CH:28][CH:27]=1. (4) Given the product [C:14]1([CH2:13][C@H:9]([NH:8][C:6](=[O:7])[O:5][C:1]([CH3:2])([CH3:3])[CH3:4])[C:10]([N:34]([O:35][CH3:36])[CH3:33])=[O:12])[CH2:18][CH2:17][CH2:16][CH:15]=1, predict the reactants needed to synthesize it. The reactants are: [C:1]([O:5][C:6]([NH:8][C@@H:9]([CH2:13][C:14]1[CH2:18][CH2:17][CH2:16][CH:15]=1)[C:10]([OH:12])=O)=[O:7])([CH3:4])([CH3:3])[CH3:2].ClC(OCC)=O.CN1CCOCC1.Cl.[CH3:33][NH:34][O:35][CH3:36]. (5) Given the product [F:16][C:12]1[CH:13]=[CH:14][CH:15]=[C:10]([C:7]2[CH:8]=[CH:9][C:4]([CH2:3][NH:2][C:34](=[O:35])[CH2:33][C:24]3[CH:25]=[CH:26][C:27]4[CH2:28][CH2:29][CH2:30][NH:31][C:32]=4[N:23]=3)=[C:5]([F:21])[CH:6]=2)[C:11]=1[C:17]([O:19][CH3:20])=[O:18], predict the reactants needed to synthesize it. The reactants are: Cl.[NH2:2][CH2:3][C:4]1[CH:9]=[CH:8][C:7]([C:10]2[C:11]([C:17]([O:19][CH3:20])=[O:18])=[C:12]([F:16])[CH:13]=[CH:14][CH:15]=2)=[CH:6][C:5]=1[F:21].Cl.[N:23]1[C:32]2[NH:31][CH2:30][CH2:29][CH2:28][C:27]=2[CH:26]=[CH:25][C:24]=1[CH2:33][C:34](O)=[O:35].O.ON1C2C=CC=CC=2N=N1.C(N(CC)CC)C.Cl.CN(C)CCCN=C=NCC. (6) Given the product [F:37][C:2]([F:1])([F:36])[C:3]1[CH:4]=[C:5]([CH:29]=[C:30]([C:32]([F:33])([F:34])[F:35])[CH:31]=1)[CH2:6][O:7][C@H:8]1[O:13][CH2:12][CH2:11][N:10]([CH2:14][CH2:15][CH2:16][CH2:17][CH2:18][C:19]([OH:21])=[O:20])[C@@H:9]1[C:23]1[CH:28]=[CH:27][CH:26]=[CH:25][CH:24]=1, predict the reactants needed to synthesize it. The reactants are: [F:1][C:2]([F:37])([F:36])[C:3]1[CH:4]=[C:5]([CH:29]=[C:30]([C:32]([F:35])([F:34])[F:33])[CH:31]=1)[CH2:6][O:7][C@H:8]1[O:13][CH2:12][CH2:11][N:10]([CH2:14][CH2:15][CH2:16][CH2:17][CH2:18][C:19]([O:21]C)=[O:20])[C@@H:9]1[C:23]1[CH:28]=[CH:27][CH:26]=[CH:25][CH:24]=1.[OH-].[Na+].